This data is from Full USPTO retrosynthesis dataset with 1.9M reactions from patents (1976-2016). The task is: Predict the reactants needed to synthesize the given product. Given the product [NH2:25][C:26]1[CH:34]=[CH:33][CH:32]=[CH:31][C:27]=1[C:28]([NH:1][CH2:2][C@H:3]1[C@H:9]([C:10]2[CH:15]=[CH:14][C:13]([Cl:16])=[C:12]([F:17])[CH:11]=2)[O:8][CH2:7][CH2:6][N:5]([C:18]([O:20][C:21]([CH3:24])([CH3:23])[CH3:22])=[O:19])[CH2:4]1)=[O:29], predict the reactants needed to synthesize it. The reactants are: [NH2:1][CH2:2][C@H:3]1[C@H:9]([C:10]2[CH:15]=[CH:14][C:13]([Cl:16])=[C:12]([F:17])[CH:11]=2)[O:8][CH2:7][CH2:6][N:5]([C:18]([O:20][C:21]([CH3:24])([CH3:23])[CH3:22])=[O:19])[CH2:4]1.[NH2:25][C:26]1[CH:34]=[CH:33][CH:32]=[CH:31][C:27]=1[C:28](O)=[O:29].